From a dataset of Forward reaction prediction with 1.9M reactions from USPTO patents (1976-2016). Predict the product of the given reaction. (1) Given the reactants [CH3:1][C:2]1[CH:6]=[C:5]([CH3:7])[NH:4][C:3]=1[C:8](=[C:12]1[C:20]2[C:15](=[CH:16][CH:17]=[CH:18][CH:19]=2)[NH:14][C:13]1=[O:21])[C:9](O)=[O:10].[CH3:22][O:23][C:24]1[CH:25]=[C:26]([CH:28]=[CH:29][C:30]=1[O:31][CH3:32])[NH2:27], predict the reaction product. The product is: [CH3:22][O:23][C:24]1[CH:25]=[C:26]([NH:27][C:9](=[O:10])[C:8]([C:3]2[NH:4][C:5]([CH3:7])=[CH:6][C:2]=2[CH3:1])=[C:12]2[C:20]3[C:15](=[CH:16][CH:17]=[CH:18][CH:19]=3)[NH:14][C:13]2=[O:21])[CH:28]=[CH:29][C:30]=1[O:31][CH3:32]. (2) Given the reactants [Cl:1][C:2]1[CH:20]=[C:19]([Cl:21])[CH:18]=[CH:17][C:3]=1[CH:4]([O:12][CH:13]1[CH2:16][NH:15][CH2:14]1)[C:5]1[CH:10]=[CH:9][C:8]([Cl:11])=[CH:7][CH:6]=1.ClC1C=CC=CC=1C(OC1CN([C:38]([Cl:40])=[O:39])C1)C1C=CC(Cl)=CC=1, predict the reaction product. The product is: [Cl:1][C:2]1[CH:20]=[C:19]([Cl:21])[CH:18]=[CH:17][C:3]=1[CH:4]([O:12][CH:13]1[CH2:14][N:15]([C:38]([Cl:40])=[O:39])[CH2:16]1)[C:5]1[CH:10]=[CH:9][C:8]([Cl:11])=[CH:7][CH:6]=1. (3) Given the reactants [CH2:1]([O:3][C:4]([CH:6]1[CH2:11][CH2:10]C(=O)[CH2:8][CH2:7]1)=[O:5])[CH3:2].[CH:13]([O:18][CH3:19])([O:16][CH3:17])OC, predict the reaction product. The product is: [CH3:19][O:18][C:13]1([O:16][CH3:17])[CH2:10][CH2:11][CH:6]([C:4]([O:3][CH2:1][CH3:2])=[O:5])[CH2:7][CH2:8]1. (4) The product is: [CH3:4][N:5]1[C:13]2[C:8](=[N:9][C:10]([CH:21]([NH2:22])[CH3:1])=[C:11]([N:14]3[CH2:20][C:16]4([CH2:19][O:18][CH2:17]4)[CH2:15]3)[CH:12]=2)[CH:7]=[CH:6]1. Given the reactants [CH3:1][Mg]Br.[CH3:4][N:5]1[C:13]2[C:8](=[N:9][C:10]([C:21]#[N:22])=[C:11]([N:14]3[CH2:20][C:16]4([CH2:19][O:18][CH2:17]4)[CH2:15]3)[CH:12]=2)[CH:7]=[CH:6]1.[BH4-].[Na+].O, predict the reaction product. (5) Given the reactants S1C=CC(C=O)=C1.[OH-].[K+].[N+:10]([CH2:12][C:13]([N:15]1[CH2:19][CH2:18][CH2:17][CH2:16]1)=[O:14])#[C-:11].[S:20]1[CH:24]=[CH:23][C:22]([C@@H:25]2[O:29][CH:28]=[N:27][C@H:26]2[C:30]([N:32]2[CH2:36][CH2:35][CH2:34][CH2:33]2)=[O:31])=[CH:21]1, predict the reaction product. The product is: [S:20]1[CH:24]=[CH:23][C:22]([C@@H:25]2[O:29][CH:28]=[N:27][C@H:26]2[C:30]([N:32]2[CH2:36][CH2:35][CH2:34][CH2:33]2)=[O:31])=[CH:21]1.[N:27]1[CH:24]=[CH:23][CH:22]=[CH:25][C:26]=1[C@@H:30]1[O:31][CH:11]=[N:10][C@H:12]1[C:13]([N:15]1[CH2:19][CH2:18][CH2:17][CH2:16]1)=[O:14]. (6) Given the reactants [N+:1]([C:4]1[CH:5]=[N:6][C:7]2[C:12]([C:13]=1O)=[N:11][CH:10]=[CH:9][CH:8]=2)([O-:3])=[O:2].P(Cl)(Cl)([Cl:17])=O, predict the reaction product. The product is: [Cl:17][C:13]1[C:12]2[C:7](=[CH:8][CH:9]=[CH:10][N:11]=2)[N:6]=[CH:5][C:4]=1[N+:1]([O-:3])=[O:2]. (7) Given the reactants [Br:1][C:2]1[CH:7]=[CH:6][C:5](I)=[C:4]([F:9])[CH:3]=1.[CH3:10][CH:11]1[CH2:16][CH2:15][N:14]([CH:17]2[CH2:21][CH2:20][NH:19][CH2:18]2)[CH2:13][CH2:12]1.C(=O)([O-])[O-].[Cs+].[Cs+].C1(P(C2C=CC=CC=2)C2C=CC3C(=CC=CC=3)C=2C2C3C(=CC=CC=3)C=CC=2P(C2C=CC=CC=2)C2C=CC=CC=2)C=CC=CC=1, predict the reaction product. The product is: [Br:1][C:2]1[CH:7]=[CH:6][C:5]([N:19]2[CH2:20][CH2:21][CH:17]([N:14]3[CH2:13][CH2:12][CH:11]([CH3:10])[CH2:16][CH2:15]3)[CH2:18]2)=[C:4]([F:9])[CH:3]=1. (8) Given the reactants C(OC[C:10]1[C:18]2[C:13](=[CH:14][N:15]=[C:16]([C:19]([NH:21][OH:22])=[O:20])[CH:17]=2)[N:12]([CH2:23][C:24]2[CH:29]=[CH:28][C:27]([F:30])=[CH:26][C:25]=2[F:31])[CH:11]=1)C1C=CC=CC=1.FC1C=C(F)C=CC=1CN1C2=CN=C(C=O)C=C2C=C1[C:47]([O:49][CH2:50][CH3:51])=[O:48], predict the reaction product. The product is: [F:31][C:25]1[CH:26]=[C:27]([F:30])[CH:28]=[CH:29][C:24]=1[CH2:23][N:12]1[C:13]2=[CH:14][N:15]=[C:16]([C:19](=[O:20])[NH:21][OH:22])[CH:17]=[C:18]2[CH:10]=[C:11]1[C:47]([O:49][CH2:50][CH3:51])=[O:48]. (9) Given the reactants [Cl:1][C:2]1[CH:3]=[C:4]([C:8]2[C:13]([C:14]([NH:16][CH2:17][CH2:18][CH2:19][C:20]3[CH:25]=[CH:24][CH:23]=[CH:22][CH:21]=3)=[O:15])=[C:12]([CH3:26])[N:11]=[C:10](SC)[N:9]=2)[CH:5]=[CH:6][CH:7]=1.ClC1C=CC=C(C(OO)=O)C=1.S(=O)(O)[O-].[Na+].[N:45]1([CH2:51][CH2:52][OH:53])[CH2:50][CH2:49][CH2:48][CH2:47][CH2:46]1.[H-].[Na+], predict the reaction product. The product is: [Cl:1][C:2]1[CH:3]=[C:4]([C:8]2[C:13]([C:14]([NH:16][CH2:17][CH2:18][CH2:19][C:20]3[CH:25]=[CH:24][CH:23]=[CH:22][CH:21]=3)=[O:15])=[C:12]([CH3:26])[N:11]=[C:10]([O:53][CH2:52][CH2:51][N:45]3[CH2:50][CH2:49][CH2:48][CH2:47][CH2:46]3)[N:9]=2)[CH:5]=[CH:6][CH:7]=1.